Predict which catalyst facilitates the given reaction. From a dataset of Catalyst prediction with 721,799 reactions and 888 catalyst types from USPTO. (1) Reactant: [CH:1]1([CH2:4][O:5][C:6]2[N:11]=[C:10]([C:12]([OH:14])=O)[CH:9]=[CH:8][C:7]=2[N:15]2[CH2:18][C:17]([F:20])([F:19])[CH2:16]2)[CH2:3][CH2:2]1.Cl.[O:22]=[S:23]1(=[O:31])[CH2:27][CH:26]([C:28]([NH2:30])=[O:29])[NH:25][CH2:24]1.F[B-](F)(F)F.BrC1C=CC=C[N+]=1CC.CCN(C(C)C)C(C)C. Product: [CH:1]1([CH2:4][O:5][C:6]2[N:11]=[C:10]([C:12]([N:25]3[CH:26]([C:28]([NH2:30])=[O:29])[CH2:27][S:23](=[O:31])(=[O:22])[CH2:24]3)=[O:14])[CH:9]=[CH:8][C:7]=2[N:15]2[CH2:18][C:17]([F:20])([F:19])[CH2:16]2)[CH2:2][CH2:3]1. The catalyst class is: 1. (2) Reactant: [BH4-].[Na+].C([O:5][C:6]([CH:8]1[C:13](=[O:14])[CH2:12][CH2:11][N:10]([C:15]([O:17][CH2:18][C:19]2[CH:24]=[CH:23][CH:22]=[CH:21][CH:20]=2)=[O:16])[CH2:9]1)=O)C.O. Product: [CH2:18]([O:17][C:15]([N:10]1[CH2:11][CH2:12][CH:13]([OH:14])[CH:8]([CH2:6][OH:5])[CH2:9]1)=[O:16])[C:19]1[CH:24]=[CH:23][CH:22]=[CH:21][CH:20]=1. The catalyst class is: 5. (3) Reactant: [NH2:1][C:2]1[CH:3]=[C:4]([C:9]([F:12])([F:11])[F:10])[CH:5]=[C:6](Br)[CH:7]=1.[CH3:13][C:14]1[N:19]=[C:18]([Sn](CCCC)(CCCC)CCCC)[CH:17]=[CH:16][CH:15]=1. Product: [CH3:13][C:14]1[N:19]=[C:18]([C:6]2[CH:7]=[C:2]([NH2:1])[CH:3]=[C:4]([C:9]([F:12])([F:11])[F:10])[CH:5]=2)[CH:17]=[CH:16][CH:15]=1. The catalyst class is: 176. (4) Reactant: Cl[C:2]1[C:11]2[C:6](=[CH:7][CH:8]=[CH:9][C:10]=2[O:12][CH:13]2[CH2:18][CH2:17][N:16]([CH3:19])[CH2:15][CH2:14]2)[N:5]=[CH:4][N:3]=1.[Cl:20][C:21]1[CH:35]=[C:34]([NH2:36])[CH:33]=[CH:32][C:22]=1[O:23][CH2:24][C:25]1[CH:29]=[C:28]([CH3:30])[N:27]([CH3:31])[N:26]=1. Product: [Cl:20][C:21]1[CH:35]=[C:34]([CH:33]=[CH:32][C:22]=1[O:23][CH2:24][C:25]1[CH:29]=[C:28]([CH3:30])[N:27]([CH3:31])[N:26]=1)[NH:36][C:2]1[C:11]2[C:6](=[CH:7][CH:8]=[CH:9][C:10]=2[O:12][CH:13]2[CH2:18][CH2:17][N:16]([CH3:19])[CH2:15][CH2:14]2)[N:5]=[CH:4][N:3]=1. The catalyst class is: 41. (5) Reactant: [CH3:1][S:2](Cl)(=[O:4])=[O:3].C(N(CC)CC)C.[OH:13][CH:14]1[CH2:19][CH2:18][CH:17]([C:20]([O:22][CH3:23])=[O:21])[C:16]([CH3:25])([CH3:24])[CH2:15]1. Product: [CH3:24][C:16]1([CH3:25])[CH2:15][CH:14]([O:13][S:2]([CH3:1])(=[O:4])=[O:3])[CH2:19][CH2:18][CH:17]1[C:20]([O:22][CH3:23])=[O:21]. The catalyst class is: 46. (6) Reactant: [OH:1]OS([O-])=O.[K+].[Cl:7][C:8]1[N:13]=[C:12]([NH:14][C@@H:15]([C:26]([CH3:29])([CH3:28])[CH3:27])[CH2:16][S:17][CH2:18][C:19]([O:21][C:22]([CH3:25])([CH3:24])[CH3:23])=[O:20])[C:11]([F:30])=[CH:10][N:9]=1. Product: [C:22]([O:21][C:19](=[O:20])[CH2:18][S@:17]([CH2:16][CH:15]([NH:14][C:12]1[C:11]([F:30])=[CH:10][N:9]=[C:8]([Cl:7])[N:13]=1)[C:26]([CH3:29])([CH3:28])[CH3:27])=[O:1])([CH3:23])([CH3:24])[CH3:25]. The catalyst class is: 24. (7) Reactant: [Cl:1][C:2]1[CH:15]=[CH:14][C:5]([C:6]([NH:8][NH:9][C:10](=[O:13])[CH2:11][Cl:12])=O)=[CH:4][CH:3]=1.P(Cl)(Cl)(Cl)=O. Product: [Cl:12][CH2:11][C:10]1[O:13][C:6]([C:5]2[CH:14]=[CH:15][C:2]([Cl:1])=[CH:3][CH:4]=2)=[N:8][N:9]=1. The catalyst class is: 10. (8) Reactant: Cl[C:2]1[N:3]=[C:4]([NH:18][CH2:19][CH2:20][CH3:21])[C:5]2[N:6]=[C:7]([NH:16][CH3:17])[N:8]=[C:9]([NH:12][CH2:13][CH2:14][CH3:15])[C:10]=2[N:11]=1.Cl.[CH3:23][NH:24][O:25][CH3:26].C(N(CC)C(C)C)(C)C.C([O-])(O)=O.[Na+]. Product: [CH3:26][O:25][N:24]([CH3:23])[C:2]1[N:3]=[C:4]([NH:18][CH2:19][CH2:20][CH3:21])[C:5]2[N:6]=[C:7]([NH:16][CH3:17])[N:8]=[C:9]([NH:12][CH2:13][CH2:14][CH3:15])[C:10]=2[N:11]=1. The catalyst class is: 12. (9) Reactant: [CH3:1][C:2]1([O:5][CH2:6][CH2:7][OH:8])[CH2:4][CH2:3]1.C(N(CC)CC)C.[C:16]1([CH3:26])[CH:21]=[CH:20][C:19]([S:22](Cl)(=[O:24])=[O:23])=[CH:18][CH:17]=1. The catalyst class is: 2. Product: [CH3:1][C:2]1([O:5][CH2:6][CH2:7][O:8][S:22]([C:19]2[CH:20]=[CH:21][C:16]([CH3:26])=[CH:17][CH:18]=2)(=[O:24])=[O:23])[CH2:4][CH2:3]1.